Dataset: Catalyst prediction with 721,799 reactions and 888 catalyst types from USPTO. Task: Predict which catalyst facilitates the given reaction. (1) Product: [F:27][CH2:26][CH2:25][O:24][C:4]1[N:3]=[C:2]([NH2:28])[C:20]([N+:21]([O-:23])=[O:22])=[CH:19][C:5]=1[C:6]([NH:8][C@H:9]1[CH2:14][CH2:13][C@H:12]([C:15]([F:18])([F:17])[F:16])[CH2:11][CH2:10]1)=[O:7]. Reactant: Cl[C:2]1[C:20]([N+:21]([O-:23])=[O:22])=[CH:19][C:5]([C:6]([NH:8][C@H:9]2[CH2:14][CH2:13][C@H:12]([C:15]([F:18])([F:17])[F:16])[CH2:11][CH2:10]2)=[O:7])=[C:4]([O:24][CH2:25][CH2:26][F:27])[N:3]=1.[NH3:28]. The catalyst class is: 1. (2) Reactant: [CH3:1][O:2][C:3]([C:5]1[S:6][C:7]([C:14]#[C:15][C:16]([CH3:19])([CH3:18])[CH3:17])=[CH:8][C:9]=1[NH:10][CH:11]1[CH2:13][CH2:12]1)=[O:4].N1C=CC=CC=1.[CH3:26][C@H:27]1[CH2:32][CH2:31][C@H:30]([C:33](Cl)=[O:34])[CH2:29][CH2:28]1.CO. Product: [CH3:1][O:2][C:3]([C:5]1[S:6][C:7]([C:14]#[C:15][C:16]([CH3:19])([CH3:18])[CH3:17])=[CH:8][C:9]=1[N:10]([CH:11]1[CH2:13][CH2:12]1)[C:33]([C@H:30]1[CH2:31][CH2:32][C@H:27]([CH3:26])[CH2:28][CH2:29]1)=[O:34])=[O:4]. The catalyst class is: 308. (3) Reactant: [C:1]([O:5][C:6]([N:8]1[CH2:14][CH2:13][C:12](=[O:15])[N:11]([CH2:16][CH2:17][CH2:18][CH2:19][N:20]([C@@H:24]([CH3:36])[CH2:25][C:26]2[CH:31]=[CH:30][C:29]([S:32]([CH3:35])(=[O:34])=[O:33])=[CH:28][CH:27]=2)[CH2:21][CH2:22][CH3:23])[CH2:10][CH2:9]1)=[O:7])([CH3:4])([CH3:3])[CH3:2].[BH4-].[Na+].[BH4-].[OH-].[Na+]. Product: [CH:12](=[O:15])[CH2:13][CH3:14].[C:1]([O:5][C:6]([N:8]1[CH2:14][CH2:13][C:12](=[O:15])[N:11]([CH2:16][CH2:17][CH2:18][CH2:19][N:20]([C@@H:24]([CH3:36])[CH2:25][C:26]2[CH:27]=[CH:28][C:29]([S:32]([CH3:35])(=[O:33])=[O:34])=[CH:30][CH:31]=2)[CH2:21][CH2:22][CH3:23])[CH2:10][CH2:9]1)=[O:7])([CH3:2])([CH3:3])[CH3:4]. The catalyst class is: 506. (4) Reactant: Cl[C:2]1[CH:7]=[CH:6][N:5]=[C:4]([CH2:8][N:9]2[CH2:14][CH2:13][O:12][CH2:11][CH2:10]2)[N:3]=1.[NH2:15][C:16]1[S:17][C:18]([C:24]2[N:28]=[CH:27][N:26]([CH2:29][O:30][CH2:31][CH2:32][Si:33]([CH3:36])([CH3:35])[CH3:34])[N:25]=2)=[CH:19][C:20]=1[C:21]([NH2:23])=[O:22].CC(C1C=C(C(C)C)C(C2C=CC=CC=2P(C2CCCCC2)C2CCCCC2)=C(C(C)C)C=1)C.C([O-])([O-])=O.[K+].[K+]. The catalyst class is: 110. Product: [N:9]1([CH2:8][C:4]2[N:3]=[C:2]([NH:15][C:16]3[S:17][C:18]([C:24]4[N:28]=[CH:27][N:26]([CH2:29][O:30][CH2:31][CH2:32][Si:33]([CH3:36])([CH3:35])[CH3:34])[N:25]=4)=[CH:19][C:20]=3[C:21]([NH2:23])=[O:22])[CH:7]=[CH:6][N:5]=2)[CH2:14][CH2:13][O:12][CH2:11][CH2:10]1. (5) Reactant: [C:1]([O:5][C:6](=[O:50])[CH2:7][C@H:8]([NH:24][C:25]([C@@H:27]1[CH2:32][CH2:31][CH2:30][N:29]([C:33](=[O:49])[CH2:34][CH2:35][CH:36]2[CH2:41][CH2:40][N:39]([C:42]([O:44][C:45]([CH3:48])([CH3:47])[CH3:46])=[O:43])[CH2:38][CH2:37]2)[CH2:28]1)=[O:26])[C:9]1[CH:10]=[N:11][CH:12]=[C:13]([C:15]#[C:16][C:17]2[CH:22]=[CH:21][CH:20]=[C:19]([OH:23])[CH:18]=2)[CH:14]=1)([CH3:4])([CH3:3])[CH3:2]. Product: [C:1]([O:5][C:6](=[O:50])[CH2:7][C@H:8]([NH:24][C:25]([C@@H:27]1[CH2:32][CH2:31][CH2:30][N:29]([C:33](=[O:49])[CH2:34][CH2:35][CH:36]2[CH2:41][CH2:40][N:39]([C:42]([O:44][C:45]([CH3:48])([CH3:47])[CH3:46])=[O:43])[CH2:38][CH2:37]2)[CH2:28]1)=[O:26])[C:9]1[CH:10]=[N:11][CH:12]=[C:13]([CH2:15][CH2:16][C:17]2[CH:22]=[CH:21][CH:20]=[C:19]([OH:23])[CH:18]=2)[CH:14]=1)([CH3:2])([CH3:4])[CH3:3]. The catalyst class is: 407. (6) Reactant: [O:1]=[C:2]([CH3:9])[CH2:3][C:4]([O:6][CH2:7][CH3:8])=[O:5].[H-].[Na+].Br[CH2:13][C:14]1[CH:19]=[CH:18][C:17]([F:20])=[C:16]([O:21][C:22]([F:25])([F:24])[F:23])[CH:15]=1. Product: [F:20][C:17]1[CH:18]=[CH:19][C:14]([CH2:13][CH:3]([C:2](=[O:1])[CH3:9])[C:4]([O:6][CH2:7][CH3:8])=[O:5])=[CH:15][C:16]=1[O:21][C:22]([F:23])([F:25])[F:24]. The catalyst class is: 1. (7) Reactant: C([N:14]1[CH2:17][C:16]([NH:19][C:20]2[CH:21]=[C:22]3[C:31](=[CH:32][CH:33]=2)[O:30][CH2:29][C:28]2[N:23]3[C@H:24]([CH3:35])[C:25](=[O:34])[NH:26][N:27]=2)([CH3:18])[CH2:15]1)(C1C=CC=CC=1)C1C=CC=CC=1.[C:44](O[C:44]([O:46][C:47]([CH3:50])([CH3:49])[CH3:48])=[O:45])([O:46][C:47]([CH3:50])([CH3:49])[CH3:48])=[O:45]. Product: [C:47]([O:46][C:44]([N:14]1[CH2:15][C:16]([CH3:18])([NH:19][C:20]2[CH:21]=[C:22]3[C:31](=[CH:32][CH:33]=2)[O:30][CH2:29][C:28]2[N:23]3[C@H:24]([CH3:35])[C:25](=[O:34])[NH:26][N:27]=2)[CH2:17]1)=[O:45])([CH3:48])([CH3:49])[CH3:50]. The catalyst class is: 105. (8) Reactant: [N:1]1[CH:6]=[CH:5][CH:4]=[CH:3][C:2]=1[N:7]1[C:11]2=[N:12][CH:13]=[N:14][C:15](O)=[C:10]2[CH:9]=[N:8]1.P(Cl)(Cl)([Cl:19])=O. Product: [Cl:19][C:15]1[N:14]=[CH:13][N:12]=[C:11]2[N:7]([C:2]3[CH:3]=[CH:4][CH:5]=[CH:6][N:1]=3)[N:8]=[CH:9][C:10]=12. The catalyst class is: 3. (9) Reactant: [Cl:1][C:2]1[CH:9]=[CH:8][C:5]([NH:6][CH3:7])=[CH:4][CH:3]=1.C([O-])([O-])=O.[Cs+].[Cs+].C1C=CC(P(C2C(C3C(P(C4C=CC=CC=4)C4C=CC=CC=4)=CC=C4C=3C=CC=C4)=C3C(C=CC=C3)=CC=2)C2C=CC=CC=2)=CC=1.Br[C:63]1[CH:70]=[CH:69][C:66]([CH:67]=[O:68])=[CH:65][CH:64]=1. Product: [Cl:1][C:2]1[CH:9]=[CH:8][C:5]([N:6]([CH3:7])[C:63]2[CH:70]=[CH:69][C:66]([CH:67]=[O:68])=[CH:65][CH:64]=2)=[CH:4][CH:3]=1. The catalyst class is: 718. (10) Reactant: [F:1][C:2]1[CH:7]=[C:6]([C:8]2[O:12][N:11]=[C:10]([CH3:13])[N:9]=2)[CH:5]=[CH:4][C:3]=1[N:14]1[CH2:19][CH2:18][NH:17][CH2:16][CH2:15]1.C([O-])([O-])=O.[K+].[K+].[CH2:26]([O:28][C:29](=[O:38])[CH:30](Br)[C:31]1[CH:36]=[CH:35][CH:34]=[CH:33][CH:32]=1)[CH3:27]. Product: [CH2:26]([O:28][C:29](=[O:38])[CH:30]([N:17]1[CH2:16][CH2:15][N:14]([C:3]2[CH:4]=[CH:5][C:6]([C:8]3[O:12][N:11]=[C:10]([CH3:13])[N:9]=3)=[CH:7][C:2]=2[F:1])[CH2:19][CH2:18]1)[C:31]1[CH:36]=[CH:35][CH:34]=[CH:33][CH:32]=1)[CH3:27]. The catalyst class is: 18.